Dataset: Choline transporter screen with 302,306 compounds. Task: Binary Classification. Given a drug SMILES string, predict its activity (active/inactive) in a high-throughput screening assay against a specified biological target. The molecule is s1c(NC(=O)C2CC2)nnc1SCC(=O)Nc1cc(OC)ccc1. The result is 0 (inactive).